From a dataset of Catalyst prediction with 721,799 reactions and 888 catalyst types from USPTO. Predict which catalyst facilitates the given reaction. (1) Reactant: [Cl:1][C:2]1[CH:7]=[C:6]([Cl:8])[CH:5]=[CH:4][C:3]=1[C:9]1[CH:14]=[C:13](F)[CH:12]=[CH:11][C:10]=1[N+:16]([O-:18])=[O:17].[NH2:19][CH2:20][CH2:21][NH:22][C:23]1[CH:28]=[CH:27][C:26]([C:29]#[N:30])=[CH:25][N:24]=1.C(N(CC)C(C)C)(C)C. Product: [Cl:1][C:2]1[CH:7]=[C:6]([Cl:8])[CH:5]=[CH:4][C:3]=1[C:9]1[C:10]([N+:16]([O-:18])=[O:17])=[CH:11][CH:12]=[C:13]([NH:19][CH2:20][CH2:21][NH:22][C:23]2[CH:28]=[CH:27][C:26]([C:29]#[N:30])=[CH:25][N:24]=2)[CH:14]=1. The catalyst class is: 10. (2) Reactant: C(=O)([O-])[O-].[K+].[K+].[NH2:7][C:8]([CH3:14])([CH2:11][CH2:12][CH3:13])[C:9]#[N:10].Cl[C:16]([O:18][CH2:19][C:20]1[CH:25]=[CH:24][CH:23]=[CH:22][CH:21]=1)=[O:17]. Product: [C:9]([C:8]([NH:7][C:16](=[O:17])[O:18][CH2:19][C:20]1[CH:25]=[CH:24][CH:23]=[CH:22][CH:21]=1)([CH2:11][CH2:12][CH3:13])[CH3:14])#[N:10]. The catalyst class is: 20. (3) Reactant: [CH3:1][O:2][C:3]([C:5]1[C:9]2[N:10]=[CH:11][N:12]([CH2:15][C:16]3[C:25]4[C:20](=[CH:21][CH:22]=[CH:23][CH:24]=4)[CH:19]=[CH:18][N:17]=3)[C:13](=[O:14])[C:8]=2[N:7](COCC[Si](C)(C)C)[C:6]=1[Cl:34])=[O:4]. Product: [CH3:1][O:2][C:3]([C:5]1[C:9]2[N:10]=[CH:11][N:12]([CH2:15][C:16]3[C:25]4[C:20](=[CH:21][CH:22]=[CH:23][CH:24]=4)[CH:19]=[CH:18][N:17]=3)[C:13](=[O:14])[C:8]=2[NH:7][C:6]=1[Cl:34])=[O:4]. The catalyst class is: 157. (4) Reactant: Cl.[CH3:2][C:3]([CH3:55])([CH3:54])[CH2:4][C:5]([C:7]1[CH:48]=[CH:47][C:10]([O:11][CH2:12][C:13]2[CH:46]=[CH:45][C:16]([CH2:17][NH:18][C:19]([C:21]3[N:22]=[CH:23][N:24](C(C4C=CC=CC=4)(C4C=CC=CC=4)C4C=CC=CC=4)[CH:25]=3)=[O:20])=[CH:15][CH:14]=2)=[C:9]([C:49]([F:52])([F:51])[F:50])[C:8]=1[OH:53])=[O:6]. Product: [CH3:2][C:3]([CH3:55])([CH3:54])[CH2:4][C:5]([C:7]1[CH:48]=[CH:47][C:10]([O:11][CH2:12][C:13]2[CH:46]=[CH:45][C:16]([CH2:17][NH:18][C:19]([C:21]3[N:22]=[CH:23][NH:24][CH:25]=3)=[O:20])=[CH:15][CH:14]=2)=[C:9]([C:49]([F:52])([F:51])[F:50])[C:8]=1[OH:53])=[O:6]. The catalyst class is: 8. (5) Reactant: [NH2:1][CH2:2][C:3]1([CH2:6][O:7][C:8]2[C:13]([O:14][CH3:15])=[C:12]([O:16][CH3:17])[CH:11]=[CH:10][C:9]=2[C:18]2[CH:26]=[CH:25][CH:24]=[C:23]3[C:19]=2[CH2:20][CH2:21][C:22]3=[O:27])[CH2:5][CH2:4]1.C(N(CC)CC)C.[C:35](Cl)(=[O:37])[CH3:36]. Product: [CH3:15][O:14][C:13]1[C:12]([O:16][CH3:17])=[CH:11][CH:10]=[C:9]([C:18]2[CH:26]=[CH:25][CH:24]=[C:23]3[C:19]=2[CH2:20][CH2:21][C:22]3=[O:27])[C:8]=1[O:7][CH2:6][C:3]1([CH2:2][NH:1][C:35](=[O:37])[CH3:36])[CH2:4][CH2:5]1. The catalyst class is: 46. (6) Product: [OH:28][NH:27][C:3]([C:5]1[S:9][C:8]([N:10]2[CH2:15][CH2:14][N:13]([S:16]([C:19]3[CH:24]=[CH:23][C:22]([F:25])=[CH:21][CH:20]=3)(=[O:18])=[O:17])[CH2:12][CH2:11]2)=[N:7][CH:6]=1)=[O:2]. Reactant: C[O:2][C:3]([C:5]1[S:9][C:8]([N:10]2[CH2:15][CH2:14][N:13]([S:16]([C:19]3[CH:24]=[CH:23][C:22]([F:25])=[CH:21][CH:20]=3)(=[O:18])=[O:17])[CH2:12][CH2:11]2)=[N:7][CH:6]=1)=O.Cl.[NH2:27][OH:28].C[O-].[Na+].CO.Cl. The catalyst class is: 12. (7) Reactant: [Br:1][C:2]1[CH:7]=[CH:6][C:5]([CH2:8][OH:9])=[CH:4][C:3]=1[C:10]([F:13])([F:12])[F:11]. Product: [Br:1][C:2]1[CH:7]=[CH:6][C:5]([CH:8]=[O:9])=[CH:4][C:3]=1[C:10]([F:11])([F:12])[F:13]. The catalyst class is: 754. (8) Reactant: Cl[C:2]1[N:7]=[C:6]([C:8]([O:10][CH3:11])=[O:9])[C:5]([N+:12]([O-])=O)=[C:4]([C:15]([CH3:17])=[CH2:16])[N:3]=1. Product: [NH2:12][C:5]1[C:6]([C:8]([O:10][CH3:11])=[O:9])=[N:7][CH:2]=[N:3][C:4]=1[CH:15]([CH3:17])[CH3:16]. The catalyst class is: 256. (9) Reactant: [CH2:1]([O:4][C:5]1[C:6]([C:15](=O)[CH3:16])=[CH:7][C:8]2[CH2:9][CH2:10][CH2:11][CH2:12][C:13]=2[CH:14]=1)[CH2:2][CH3:3].Cl.[NH2:19][OH:20].N1C=CC=CC=1. Product: [CH2:1]([O:4][C:5]1[C:6]([C:15](=[N:19][OH:20])[CH3:16])=[CH:7][C:8]2[CH2:9][CH2:10][CH2:11][CH2:12][C:13]=2[CH:14]=1)[CH2:2][CH3:3]. The catalyst class is: 147. (10) Reactant: [OH:1][CH:2]1[O:6][C@H:5]2[CH2:7][C:8]([CH:10]=[O:11])=[CH:9][C@H:4]2[CH2:3]1.C[N+]1([O-])CCOCC1. Product: [O:1]=[C:2]1[O:6][C@H:5]2[CH2:7][C:8]([CH:10]=[O:11])=[CH:9][C@H:4]2[CH2:3]1. The catalyst class is: 678.